Dataset: Catalyst prediction with 721,799 reactions and 888 catalyst types from USPTO. Task: Predict which catalyst facilitates the given reaction. (1) Reactant: [Cl:1][C:2]1[CH:3]=[N:4][C:5]2[C:10]([C:11]=1[CH2:12][CH2:13][CH2:14][C:15]1([C:21]([O:23][CH2:24][CH3:25])=[O:22])[CH2:20][CH2:19][NH:18][CH2:17][CH2:16]1)=[CH:9][C:8]([O:26][CH3:27])=[CH:7][CH:6]=2.C(=O)([O-])[O-].[K+].[K+].[I-].[K+].Cl[CH2:37][CH2:38][S:39][CH:40]1[CH2:44][CH2:43][CH2:42][CH2:41]1. Product: [Cl:1][C:2]1[CH:3]=[N:4][C:5]2[C:10]([C:11]=1[CH2:12][CH2:13][CH2:14][C:15]1([C:21]([O:23][CH2:24][CH3:25])=[O:22])[CH2:20][CH2:19][N:18]([CH2:37][CH2:38][S:39][CH:40]3[CH2:44][CH2:43][CH2:42][CH2:41]3)[CH2:17][CH2:16]1)=[CH:9][C:8]([O:26][CH3:27])=[CH:7][CH:6]=2. The catalyst class is: 10. (2) Reactant: Cl.CN(C)CCCN=C=NCC.[Cl:13][C:14]1[CH:22]=[C:21]([O:23][C:24]2[CH:25]=[N:26][C:27]([CH:31]3[CH2:33][CH2:32]3)=[C:28]([Cl:30])[CH:29]=2)[C:20]([Cl:34])=[CH:19][C:15]=1[C:16](O)=[O:17].[CH3:35][S:36]([NH2:39])(=[O:38])=[O:37]. Product: [Cl:13][C:14]1[CH:22]=[C:21]([O:23][C:24]2[CH:25]=[N:26][C:27]([CH:31]3[CH2:33][CH2:32]3)=[C:28]([Cl:30])[CH:29]=2)[C:20]([Cl:34])=[CH:19][C:15]=1[C:16]([NH:39][S:36]([CH3:35])(=[O:38])=[O:37])=[O:17]. The catalyst class is: 119.